From a dataset of Forward reaction prediction with 1.9M reactions from USPTO patents (1976-2016). Predict the product of the given reaction. (1) Given the reactants [C:1]1([C@@H:7]([NH:9][C:10]2[N:15]=[C:14]([N:16]3[C:20]4[CH:21]=[CH:22][C:23]([NH2:25])=[CH:24][C:19]=4[N:18]=[CH:17]3)[CH:13]=[N:12][CH:11]=2)[CH3:8])[CH:6]=[CH:5][CH:4]=[CH:3][CH:2]=1.[CH3:26][O:27][CH2:28][C:29](Cl)=[O:30], predict the reaction product. The product is: [CH3:26][O:27][CH2:28][C:29]([NH:25][C:23]1[CH:22]=[CH:21][C:20]2[N:16]([C:14]3[CH:13]=[N:12][CH:11]=[C:10]([NH:9][C@H:7]([C:1]4[CH:6]=[CH:5][CH:4]=[CH:3][CH:2]=4)[CH3:8])[N:15]=3)[CH:17]=[N:18][C:19]=2[CH:24]=1)=[O:30]. (2) Given the reactants [Cl:1][C:2]1[CH:7]=[CH:6][CH:5]=[CH:4][C:3]=1[CH:8](O)[CH3:9].CCN(CC)CC.CS(Cl)(=O)=O.Cl.[NH:24]1[C:30]2[CH:31]=[CH:32][S:33][C:29]=2[C:28](=[O:34])[NH:27][CH2:26][CH2:25]1, predict the reaction product. The product is: [Cl:1][C:2]1[CH:7]=[CH:6][CH:5]=[CH:4][C:3]=1[CH:8]([N:24]1[C:30]2[CH:31]=[CH:32][S:33][C:29]=2[C:28](=[O:34])[NH:27][CH2:26][CH2:25]1)[CH3:9]. (3) Given the reactants [Br:1][C:2]1[C:3]([F:20])=[CH:4][C:5]2[O:11][CH2:10][CH2:9][N:8]3[C:12](I)=[C:13]([C:15]([NH2:17])=[O:16])[N:14]=[C:7]3[C:6]=2[CH:19]=1.[CH3:21][B-](F)(F)F.[K+], predict the reaction product. The product is: [Br:1][C:2]1[C:3]([F:20])=[CH:4][C:5]2[O:11][CH2:10][CH2:9][N:8]3[C:12]([CH3:21])=[C:13]([C:15]([NH2:17])=[O:16])[N:14]=[C:7]3[C:6]=2[CH:19]=1. (4) Given the reactants [CH3:1][O:2][C:3](=[O:6])[CH2:4][SH:5].C(#N)C.[Br:10][C:11]1[CH:18]=[CH:17][C:14]([CH:15]=O)=[C:13](F)[CH:12]=1.C(OCC)(=O)C, predict the reaction product. The product is: [CH3:1][O:2][C:3]([C:4]1[S:5][C:13]2[CH:12]=[C:11]([Br:10])[CH:18]=[CH:17][C:14]=2[CH:15]=1)=[O:6].